This data is from Forward reaction prediction with 1.9M reactions from USPTO patents (1976-2016). The task is: Predict the product of the given reaction. (1) Given the reactants [OH:1][C:2]1[N:6]([C:7]2[CH:12]=[CH:11][CH:10]=[CH:9][CH:8]=2)[N:5]=[C:4]([C:13]([OH:15])=O)[CH:3]=1.[CH2:16]([O:18][C:19]([N:21]1[CH2:26][CH2:25][N:24]([C:27](=[O:36])[C@@H:28]([NH2:35])[CH2:29][CH2:30][S:31]([CH3:34])(=[O:33])=[O:32])[CH2:23][CH2:22]1)=[O:20])[CH3:17].C1C=CC2N(O)N=NC=2C=1.CCN(C(C)C)C(C)C, predict the reaction product. The product is: [CH2:16]([O:18][C:19]([N:21]1[CH2:22][CH2:23][N:24]([C:27](=[O:36])[C@@H:28]([NH:35][C:13]([C:4]2[CH:3]=[C:2]([OH:1])[N:6]([C:7]3[CH:8]=[CH:9][CH:10]=[CH:11][CH:12]=3)[N:5]=2)=[O:15])[CH2:29][CH2:30][S:31]([CH3:34])(=[O:32])=[O:33])[CH2:25][CH2:26]1)=[O:20])[CH3:17]. (2) Given the reactants [F:1][C:2]1[CH:3]=[C:4]([CH2:16][OH:17])[CH:5]=[CH:6][C:7]=1[O:8][C:9]1[CH:14]=[CH:13][N:12]=[C:11]([F:15])[CH:10]=1.C(OC([N:25]1[C:33]2[N:28]([C:29](=[O:35])[N:30]=[C:31](Cl)[CH:32]=2)[CH2:27][C:26]1([CH3:37])[CH3:36])=O)(C)(C)C, predict the reaction product. The product is: [F:1][C:2]1[CH:3]=[C:4]([CH:5]=[CH:6][C:7]=1[O:8][C:9]1[CH:14]=[CH:13][N:12]=[C:11]([F:15])[CH:10]=1)[CH2:16][O:17][C:31]1[CH:32]=[C:33]2[NH:25][C:26]([CH3:37])([CH3:36])[CH2:27][N:28]2[C:29](=[O:35])[N:30]=1. (3) Given the reactants [CH3:1][O:2][C:3]1[CH:4]=[C:5]([C:9](=[O:18])[CH2:10][CH2:11][C:12]2[CH:17]=[CH:16][CH:15]=[CH:14][CH:13]=2)[CH:6]=[CH:7][CH:8]=1.[CH2:19]=O.[ClH:21].[CH3:22][NH:23][CH3:24], predict the reaction product. The product is: [ClH:21].[CH2:11]([CH:10]([CH2:22][N:23]([CH3:19])[CH3:24])[C:9]([C:5]1[CH:6]=[CH:7][CH:8]=[C:3]([O:2][CH3:1])[CH:4]=1)=[O:18])[C:12]1[CH:17]=[CH:16][CH:15]=[CH:14][CH:13]=1. (4) Given the reactants C(OC(=O)[NH:7][C:8]1[CH:13]=[C:12]([N:14]([CH2:16][CH:17]([CH3:19])[CH3:18])[CH3:15])[C:11]([C:20]([F:23])([F:22])[F:21])=[CH:10][C:9]=1[NH:24][C:25](=[O:43])[CH2:26][C:27]([C:29]1[CH:34]=[CH:33][CH:32]=[C:31]([C:35]2[CH:40]=[C:39]([CH3:41])[N:38]=[C:37]([CH3:42])[CH:36]=2)[CH:30]=1)=O)(C)(C)C.C(O)(C(F)(F)F)=O, predict the reaction product. The product is: [CH3:42][C:37]1[CH:36]=[C:35]([C:31]2[CH:30]=[C:29]([C:27]3[CH2:26][C:25](=[O:43])[NH:24][C:9]4[CH:10]=[C:11]([C:20]([F:22])([F:21])[F:23])[C:12]([N:14]([CH2:16][CH:17]([CH3:18])[CH3:19])[CH3:15])=[CH:13][C:8]=4[N:7]=3)[CH:34]=[CH:33][CH:32]=2)[CH:40]=[C:39]([CH3:41])[N:38]=1. (5) Given the reactants CN(C(ON1N=NC2C=CC=NC1=2)=[N+](C)C)C.F[P-](F)(F)(F)(F)F.[C:25]([OH:28])(=O)[CH3:26].C(N(CC)C(C)C)(C)C.[NH2:38][CH2:39][C:40]1[CH:41]=[C:42]([CH2:46][N:47]2[C:55]3[C:50](=[C:51]([F:56])[CH:52]=[CH:53][CH:54]=3)[C:49]([NH:57][S:58]([C:61]3[S:62][C:63]([Cl:66])=[CH:64][CH:65]=3)(=[O:60])=[O:59])=[N:48]2)[CH:43]=[CH:44][CH:45]=1, predict the reaction product. The product is: [Cl:66][C:63]1[S:62][C:61]([S:58]([NH:57][C:49]2[C:50]3[C:55](=[CH:54][CH:53]=[CH:52][C:51]=3[F:56])[N:47]([CH2:46][C:42]3[CH:41]=[C:40]([CH2:39][NH:38][C:25](=[O:28])[CH3:26])[CH:45]=[CH:44][CH:43]=3)[N:48]=2)(=[O:60])=[O:59])=[CH:65][CH:64]=1.